From a dataset of Catalyst prediction with 721,799 reactions and 888 catalyst types from USPTO. Predict which catalyst facilitates the given reaction. (1) Reactant: [OH-].[Na+].[CH:3]1([C@H:9]([NH:14][C:15]([C:17]2[CH:22]=[N:21][CH:20]=[CH:19][N:18]=2)=[O:16])[C:10]([O:12]C)=[O:11])[CH2:8][CH2:7][CH2:6][CH2:5][CH2:4]1.CO. Product: [CH:3]1([C@H:9]([NH:14][C:15]([C:17]2[CH:22]=[N:21][CH:20]=[CH:19][N:18]=2)=[O:16])[C:10]([OH:12])=[O:11])[CH2:4][CH2:5][CH2:6][CH2:7][CH2:8]1. The catalyst class is: 1. (2) Reactant: C(=O)([O-])[O-].[K+].[K+].Cl[CH2:8][CH2:9]Cl.[I-].[K+].[C:13]([O:19][CH2:20][CH3:21])(=[O:18])[CH2:14][C:15]([CH3:17])=[O:16]. Product: [C:15]([C:14]1([C:13]([O:19][CH2:20][CH3:21])=[O:18])[CH2:9][CH2:8]1)(=[O:16])[CH3:17]. The catalyst class is: 80. (3) Reactant: [Cl:1][C:2]1[CH:3]=[C:4]([C@@H:8]([OH:27])[CH2:9][N:10]([CH2:18][CH2:19][C:20]2[CH:25]=[CH:24][C:23]([OH:26])=[CH:22][CH:21]=2)[C:11](=[O:17])[O:12][C:13]([CH3:16])([CH3:15])[CH3:14])[CH:5]=[CH:6][CH:7]=1.N1C(C)=CC=CC=1C.[F:36][C:37]([F:50])([F:49])[S:38](O[S:38]([C:37]([F:50])([F:49])[F:36])(=[O:40])=[O:39])(=[O:40])=[O:39]. Product: [F:36][C:37]([F:50])([F:49])[S:38]([O:26][C:23]1[CH:24]=[CH:25][C:20]([CH2:19][CH2:18][N:10]([C:11]([O:12][C:13]([CH3:16])([CH3:14])[CH3:15])=[O:17])[CH2:9][C@@H:8]([C:4]2[CH:5]=[CH:6][CH:7]=[C:2]([Cl:1])[CH:3]=2)[OH:27])=[CH:21][CH:22]=1)(=[O:40])=[O:39]. The catalyst class is: 4. (4) Reactant: [CH:1]([C@H:4]1[NH:9][C:8](=O)[CH2:7][NH:6][C:5]1=O)([CH3:3])[CH3:2].[H-].[H-].[H-].[H-].[Li+].[Al+3].O.[OH-].[Na+]. Product: [CH:1]([C@@H:4]1[CH2:5][NH:6][CH2:7][CH2:8][NH:9]1)([CH3:3])[CH3:2]. The catalyst class is: 1. (5) Reactant: [OH:1][CH2:2][CH2:3][C@@H:4]([CH3:10])[CH2:5][C:6]([O:8][CH3:9])=[O:7].CCN(CC)CC.[CH3:18][S:19](Cl)(=[O:21])=[O:20]. Product: [CH3:10][C@@H:4]([CH2:3][C:2]([S:19]([CH3:18])(=[O:21])=[O:20])=[O:1])[CH2:5][C:6]([O:8][CH3:9])=[O:7]. The catalyst class is: 28. (6) Reactant: [OH:1][B:2]1[C:6]2[CH:7]=[C:8]([O:12][S:13]([CH3:16])(=[O:15])=[O:14])[CH:9]=[C:10]([CH3:11])[C:5]=2[CH:4]([CH2:17][C:18]([O-:20])=[O:19])[O:3]1.[Li+].[OH-].Cl. Product: [OH:1][B:2]1[C:6]2[CH:7]=[C:8]([O:12][S:13]([CH3:16])(=[O:15])=[O:14])[CH:9]=[C:10]([CH3:11])[C:5]=2[CH:4]([CH2:17][C:18]([OH:20])=[O:19])[O:3]1. The catalyst class is: 14.